This data is from Catalyst prediction with 721,799 reactions and 888 catalyst types from USPTO. The task is: Predict which catalyst facilitates the given reaction. (1) Reactant: [OH-:1].[K+].[Cl:3][C:4]1[CH:12]=[CH:11][C:10]([CH2:13][C:14]#N)=[CH:9][C:5]=1[C:6]([OH:8])=[O:7].[OH2:16]. Product: [C:14]([CH2:13][C:10]1[CH:11]=[CH:12][C:4]([Cl:3])=[C:5]([CH:9]=1)[C:6]([OH:8])=[O:7])([OH:16])=[O:1]. The catalyst class is: 8. (2) Reactant: [Br-].[CH3:2][C:3]1[CH:12]=[C:11]2[C:6]([CH:7]=[CH:8][CH:9]=[N+:10]2[CH2:13][C:14]([C:16]2[CH:21]=[CH:20][CH:19]=[CH:18][CH:17]=2)=[O:15])=[CH:5][CH:4]=1.BrCC(C1C=CC=CC=1)=O.CC1C=C2C([CH:37]=[CH:38][CH:39]=[N:40]2)=CC=1. Product: [C:14]([C:13]1[N:10]2[C:11]3[C:6]([CH:7]=[CH:8][C:9]2=[C:38]([C:39]#[N:40])[CH:37]=1)=[CH:5][CH:4]=[C:3]([CH3:2])[CH:12]=3)(=[O:15])[C:16]1[CH:21]=[CH:20][CH:19]=[CH:18][CH:17]=1. The catalyst class is: 10. (3) Reactant: [CH2:1]([O:8][C:9]1[CH:10]=[C:11]2[C:15](=[CH:16][CH:17]=1)[NH:14][CH2:13][CH2:12]2)[C:2]1[CH:7]=[CH:6][CH:5]=[CH:4][CH:3]=1.[C:18]([O:22][C:23](O[C:23]([O:22][C:18]([CH3:21])([CH3:20])[CH3:19])=[O:24])=[O:24])([CH3:21])([CH3:20])[CH3:19]. Product: [C:18]([O:22][C:23]([N:14]1[C:15]2[C:11](=[CH:10][C:9]([O:8][CH2:1][C:2]3[CH:3]=[CH:4][CH:5]=[CH:6][CH:7]=3)=[CH:17][CH:16]=2)[CH2:12][CH2:13]1)=[O:24])([CH3:21])([CH3:20])[CH3:19]. The catalyst class is: 2. (4) Reactant: [N+](C1C=CC([O:8][C:9]([O:11][CH2:12][C:13]([O:15][CH3:16])=[O:14])=O)=CC=1)([O-])=O.[CH3:19][NH:20][CH2:21][CH2:22][N:23]([CH2:29][C:30]1[CH:31]=[C:32]([CH:66]=[CH:67][CH:68]=1)[C:33]([NH:35][C:36]1[S:37][C:38]2[CH2:65][CH2:64][CH2:63][CH2:62][C:39]=2[C:40]=1[C:41]([NH:43][C:44]1[CH:49]=[CH:48][C:47]([CH2:50][CH2:51][C:52]2[CH:61]=[CH:60][C:55]([C:56]([O:58][CH3:59])=[O:57])=[CH:54][CH:53]=2)=[CH:46][CH:45]=1)=[O:42])=[O:34])[CH:24]([CH2:27][CH3:28])[CH2:25][CH3:26].C(N(C(C)C)C(C)C)C. Product: [CH3:19][N:20]([CH2:21][CH2:22][N:23]([CH:24]([CH2:25][CH3:26])[CH2:27][CH3:28])[CH2:29][C:30]1[CH:31]=[C:32]([CH:66]=[CH:67][CH:68]=1)[C:33]([NH:35][C:36]1[S:37][C:38]2[CH2:65][CH2:64][CH2:63][CH2:62][C:39]=2[C:40]=1[C:41]([NH:43][C:44]1[CH:49]=[CH:48][C:47]([CH2:50][CH2:51][C:52]2[CH:53]=[CH:54][C:55]([C:56]([O:58][CH3:59])=[O:57])=[CH:60][CH:61]=2)=[CH:46][CH:45]=1)=[O:42])=[O:34])[C:9](=[O:8])[O:11][CH2:12][C:13](=[O:14])[O:15][CH3:16]. The catalyst class is: 1.